Dataset: Reaction yield outcomes from USPTO patents with 853,638 reactions. Task: Predict the reaction yield, written as a fraction of the theoretical maximum amount of product (1.0 means a 100% yield; for example, 0.34 means a 34% yield). (1) The reactants are [N+:1]([O:4][CH2:5][CH2:6][CH2:7][CH2:8][O:9][C:10]1[CH:18]=[CH:17][CH:16]=[CH:15][C:11]=1[C:12]([OH:14])=[O:13])([O-:3])=[O:2].C1CCC(N=C=NC2CCCCC2)CC1.O[C:35]1[CH:40]=[CH:39][C:38]([C:41]2[S:45][S:44][C:43](=[S:46])[CH:42]=2)=[CH:37][CH:36]=1. The catalyst is ClCCl.CN(C1C=CN=CC=1)C. The product is [N+:1]([O:4][CH2:5][CH2:6][CH2:7][CH2:8][O:9][C:10]1[CH:18]=[CH:17][CH:16]=[CH:15][C:11]=1[C:12]([O:14][C:35]1[CH:36]=[CH:37][C:38]([C:41]2[S:45][S:44][C:43](=[S:46])[CH:42]=2)=[CH:39][CH:40]=1)=[O:13])([O-:3])=[O:2]. The yield is 0.720. (2) The reactants are [O:1]=[C:2]1[NH:7][C:6]2[CH:8]=[C:9]([CH2:12][N:13]3[CH2:18][CH2:17][N:16]([C:19]4[CH:27]=[CH:26][C:22]([C:23]([OH:25])=O)=[CH:21][CH:20]=4)[CH2:15][CH2:14]3)[CH:10]=[N:11][C:5]=2[N:4]2[CH2:28][CH2:29][CH2:30][CH2:31][C@@H:3]12.Cl.[CH2:33]([N:35]=C=NCCCN(C)C)C.O.N1(O)C2C=CC=CC=2N=N1.CN1CCOCC1.Cl.CN. The catalyst is CN(C=O)C.O. The product is [CH3:33][NH:35][C:23](=[O:25])[C:22]1[CH:26]=[CH:27][C:19]([N:16]2[CH2:15][CH2:14][N:13]([CH2:12][C:9]3[CH:10]=[N:11][C:5]4[N:4]5[CH2:28][CH2:29][CH2:30][CH2:31][C@H:3]5[C:2](=[O:1])[NH:7][C:6]=4[CH:8]=3)[CH2:18][CH2:17]2)=[CH:20][CH:21]=1. The yield is 0.462. (3) The reactants are [CH:1](OCC)(OCC)OCC.C(OC(=O)C)(=O)C.[NH2:18][C:19]1[C:20]([C:26]([NH:28][CH3:29])=[O:27])=[N:21][C:22]([Br:25])=[CH:23][N:24]=1. No catalyst specified. The product is [Br:25][C:22]1[N:21]=[C:20]2[C:19](=[N:24][CH:23]=1)[N:18]=[CH:29][N:28]([CH3:1])[C:26]2=[O:27]. The yield is 0.790. (4) The reactants are [NH2:1][C:2]1[CH:22]=[CH:21][C:5]([O:6][C:7]2[CH:12]=[CH:11][N:10]=[C:9]([NH:13][C:14]([N:16]3[CH2:20][CH2:19][CH2:18][CH2:17]3)=[O:15])[CH:8]=2)=[C:4]([F:23])[CH:3]=1.C(N(CC)CC)C.[F:31][P-](F)(F)(F)(F)F.[N:38]1(O[P+](N(C)C)(N(C)C)N(C)C)[C:42]2[CH:43]=[CH:44][CH:45]=[CH:46][C:41]=2N=N1.C([O:60][CH2:61][CH3:62])C.CCCCCC.CN(C)[CH:71]=[O:72]. No catalyst specified. The product is [F:31][C:45]1[CH:44]=[CH:43][C:42]([NH:38][C:61](=[O:60])[CH2:62][C:71]([NH:1][C:2]2[CH:22]=[CH:21][C:5]([O:6][C:7]3[CH:12]=[CH:11][N:10]=[C:9]([NH:13][C:14]([N:16]4[CH2:17][CH2:18][CH2:19][CH2:20]4)=[O:15])[CH:8]=3)=[C:4]([F:23])[CH:3]=2)=[O:72])=[CH:41][CH:46]=1. The yield is 0.384. (5) The product is [N:1]1([C:14]([C:15]2[CH:20]=[CH:19][CH:18]=[CH:17][CH:16]=2)=[O:21])[CH2:2][CH2:3][CH:4]=[CH:5][CH2:6]1. The catalyst is C(Cl)Cl. The reactants are [NH:1]1[CH2:6][CH:5]=[CH:4][CH2:3][CH2:2]1.C(N(CC)CC)C.[C:14](Cl)(=[O:21])[C:15]1[CH:20]=[CH:19][CH:18]=[CH:17][CH:16]=1. The yield is 1.00. (6) The yield is 0.940. The reactants are O.[NH2:2][NH2:3].[CH:4](=[C:11]([CH2:14][CH3:15])[CH:12]=O)[C:5]1[CH:10]=[CH:9][CH:8]=[CH:7][CH:6]=1.O. The product is [CH2:14]([CH:11]1[CH:4]([C:5]2[CH:10]=[CH:9][CH:8]=[CH:7][CH:6]=2)[NH:3][N:2]=[CH:12]1)[CH3:15]. The catalyst is CCOCC. (7) The reactants are [ClH:1].[F:2][C:3]([F:42])([F:41])[C:4]1[N:8]2[N:9]=[C:10]([N:13]3[CH2:18][CH2:17][CH:16]([C:19]4[CH:40]=[CH:39][C:22]([O:23][CH2:24][CH2:25][N:26]5[CH2:31][CH2:30][N:29](C(OC(C)(C)C)=O)[CH2:28][CH2:27]5)=[CH:21][CH:20]=4)[CH2:15][CH2:14]3)[CH:11]=[CH:12][C:7]2=[N:6][N:5]=1. The catalyst is O1CCOCC1. The product is [ClH:1].[ClH:1].[ClH:1].[N:26]1([CH2:25][CH2:24][O:23][C:22]2[CH:21]=[CH:20][C:19]([CH:16]3[CH2:17][CH2:18][N:13]([C:10]4[CH:11]=[CH:12][C:7]5[N:8]([C:4]([C:3]([F:41])([F:42])[F:2])=[N:5][N:6]=5)[N:9]=4)[CH2:14][CH2:15]3)=[CH:40][CH:39]=2)[CH2:27][CH2:28][NH:29][CH2:30][CH2:31]1. The yield is 0.970. (8) The reactants are [CH2:1]([O:3][C:4]1[CH:9]=[CH:8][C:7]([CH3:10])=[CH:6][C:5]=1[N+:11]([O-])=O)[CH3:2]. The catalyst is [C].[Pd].O1CCCC1. The product is [CH2:1]([O:3][C:4]1[CH:9]=[CH:8][C:7]([CH3:10])=[CH:6][C:5]=1[NH2:11])[CH3:2]. The yield is 1.00. (9) The yield is 0.820. The reactants are C([NH:4][C:5]1[S:6][C:7]2[C:18]([O:19][CH3:20])=[CH:17][CH:16]=[CH:15][C:8]=2[C:9]=1[C:10]([O:12]CC)=[O:11])(=O)C.[OH-].[Na+]. The catalyst is C(O)C. The product is [NH2:4][C:5]1[S:6][C:7]2[C:18]([O:19][CH3:20])=[CH:17][CH:16]=[CH:15][C:8]=2[C:9]=1[C:10]([OH:12])=[O:11].